The task is: Regression. Given two drug SMILES strings and cell line genomic features, predict the synergy score measuring deviation from expected non-interaction effect.. This data is from NCI-60 drug combinations with 297,098 pairs across 59 cell lines. (1) Drug 1: C1=NC(=NC(=O)N1C2C(C(C(O2)CO)O)O)N. Drug 2: CC1=C(N=C(N=C1N)C(CC(=O)N)NCC(C(=O)N)N)C(=O)NC(C(C2=CN=CN2)OC3C(C(C(C(O3)CO)O)O)OC4C(C(C(C(O4)CO)O)OC(=O)N)O)C(=O)NC(C)C(C(C)C(=O)NC(C(C)O)C(=O)NCCC5=NC(=CS5)C6=NC(=CS6)C(=O)NCCC[S+](C)C)O. Cell line: SNB-19. Synergy scores: CSS=25.5, Synergy_ZIP=-8.10, Synergy_Bliss=-2.25, Synergy_Loewe=-0.600, Synergy_HSA=1.15. (2) Drug 1: CC1=C(C=C(C=C1)C(=O)NC2=CC(=CC(=C2)C(F)(F)F)N3C=C(N=C3)C)NC4=NC=CC(=N4)C5=CN=CC=C5. Drug 2: CC1CCC2CC(C(=CC=CC=CC(CC(C(=O)C(C(C(=CC(C(=O)CC(OC(=O)C3CCCCN3C(=O)C(=O)C1(O2)O)C(C)CC4CCC(C(C4)OC)OCCO)C)C)O)OC)C)C)C)OC. Cell line: TK-10. Synergy scores: CSS=11.7, Synergy_ZIP=3.14, Synergy_Bliss=4.57, Synergy_Loewe=-25.9, Synergy_HSA=-3.34. (3) Cell line: SF-295. Synergy scores: CSS=20.5, Synergy_ZIP=0.526, Synergy_Bliss=0.0777, Synergy_Loewe=-53.5, Synergy_HSA=0.636. Drug 1: CC1C(C(CC(O1)OC2CC(OC(C2O)C)OC3=CC4=CC5=C(C(=O)C(C(C5)C(C(=O)C(C(C)O)O)OC)OC6CC(C(C(O6)C)O)OC7CC(C(C(O7)C)O)OC8CC(C(C(O8)C)O)(C)O)C(=C4C(=C3C)O)O)O)O. Drug 2: C1=CC=C(C(=C1)C(C2=CC=C(C=C2)Cl)C(Cl)Cl)Cl.